Dataset: Forward reaction prediction with 1.9M reactions from USPTO patents (1976-2016). Task: Predict the product of the given reaction. (1) Given the reactants C(OC(=O)[NH:7][CH2:8][CH2:9][CH2:10][N:11]([CH:21]([C:24]1[N:25]([CH2:35][C:36]2[CH:41]=[CH:40][CH:39]=[CH:38][CH:37]=2)[C:26](=[O:34])[C:27]2[C:32]([CH3:33])=[N:31][O:30][C:28]=2[N:29]=1)[CH2:22][CH3:23])[C:12](=[O:20])[C:13]1[CH:18]=[CH:17][C:16]([CH3:19])=[CH:15][CH:14]=1)(C)(C)C.[SiH](CC)(CC)CC.C(O)(C(F)(F)F)=O, predict the reaction product. The product is: [NH2:7][CH2:8][CH2:9][CH2:10][N:11]([CH:21]([C:24]1[N:25]([CH2:35][C:36]2[CH:37]=[CH:38][CH:39]=[CH:40][CH:41]=2)[C:26](=[O:34])[C:27]2[C:32]([CH3:33])=[N:31][O:30][C:28]=2[N:29]=1)[CH2:22][CH3:23])[C:12](=[O:20])[C:13]1[CH:18]=[CH:17][C:16]([CH3:19])=[CH:15][CH:14]=1. (2) Given the reactants CC1(C)C2C(=C(P(C3C=CC=CC=3)C3C=CC=CC=3)C=CC=2)OC2C(P(C3C=CC=CC=3)C3C=CC=CC=3)=CC=CC1=2.Br[C:44]1[CH:49]=[N:48][C:47]([Br:50])=[CH:46][N:45]=1.C(=O)([O-])[O-].[Cs+].[Cs+].[F:57][C:58]([F:67])([F:66])[C:59]1[N:64]=[CH:63][C:62]([NH2:65])=[CH:61][CH:60]=1, predict the reaction product. The product is: [Br:50][C:47]1[N:48]=[CH:49][C:44]([NH:65][C:62]2[CH:63]=[N:64][C:59]([C:58]([F:67])([F:57])[F:66])=[CH:60][CH:61]=2)=[N:45][CH:46]=1. (3) Given the reactants [CH3:1][N:2]1[CH2:7][CH2:6][N:5]([CH2:8][C:9]2[N:10]=[C:11]([N+:14]([O-])=O)[NH:12][CH:13]=2)[CH2:4][CH2:3]1.CO.C1COCC1.CO.[CH3:26][C:27]1[C:28]([C:32]2[C:41]3[N:40]=[CH:39][CH:38]=[N:37][C:36]=3[C:35]([C:42](O)=[O:43])=[CH:34][CH:33]=2)=[CH:29][S:30][CH:31]=1, predict the reaction product. The product is: [CH3:1][N:2]1[CH2:7][CH2:6][N:5]([CH2:8][C:9]2[N:10]=[C:11]([NH:14][C:42]([C:35]3[C:36]4[N:37]=[CH:38][CH:39]=[N:40][C:41]=4[C:32]([C:28]4[C:27]([CH3:26])=[CH:31][S:30][CH:29]=4)=[CH:33][CH:34]=3)=[O:43])[NH:12][CH:13]=2)[CH2:4][CH2:3]1. (4) The product is: [F:1][C:2]1[CH:7]=[CH:6][C:5]([C:8]([F:9])([F:11])[F:10])=[CH:4][C:3]=1[NH:12][C:13]1[N:17]=[C:16]([NH2:18])[NH:15][N:14]=1. Given the reactants [F:1][C:2]1[CH:7]=[CH:6][C:5]([C:8]([F:11])([F:10])[F:9])=[CH:4][C:3]=1[NH:12][C:13]1[N:17]=[C:16]([N:18](CC2C=CC(OC)=CC=2)CC2C=CC(OC)=CC=2)[N:15](CC2C=CC(OC)=CC=2)[N:14]=1.C(O)(C(F)(F)F)=O, predict the reaction product.